Dataset: Reaction yield outcomes from USPTO patents with 853,638 reactions. Task: Predict the reaction yield, written as a fraction of the theoretical maximum amount of product (1.0 means a 100% yield; for example, 0.34 means a 34% yield). The reactants are [OH:1][C:2]1[CH:3]=[C:4]([C:14]2[N:15](C(OC(C)(C)C)=O)[C:16]([C:19]3[S:20][CH:21]=[CH:22][N:23]=3)=[CH:17][CH:18]=2)[CH:5]=[C:6]([O:8][C@@H:9]([CH3:13])[CH2:10][O:11][CH3:12])[CH:7]=1.F[C:32]1[CH:43]=[CH:42][C:35]([C:36]([N:38]2[CH2:41][CH2:40][CH2:39]2)=[O:37])=[CH:34][C:33]=1[C:44]([F:47])([F:46])[F:45].[H-].[Na+].[Cl-].[NH4+]. The catalyst is CS(C)=O. The product is [N:38]1([C:36]([C:35]2[CH:42]=[CH:43][C:32]([O:1][C:2]3[CH:3]=[C:4]([C:14]4[NH:15][C:16]([C:19]5[S:20][CH:21]=[CH:22][N:23]=5)=[CH:17][CH:18]=4)[CH:5]=[C:6]([O:8][C@@H:9]([CH3:13])[CH2:10][O:11][CH3:12])[CH:7]=3)=[C:33]([C:44]([F:45])([F:46])[F:47])[CH:34]=2)=[O:37])[CH2:41][CH2:40][CH2:39]1. The yield is 0.680.